Predict the reaction yield, written as a fraction of the theoretical maximum amount of product (1.0 means a 100% yield; for example, 0.34 means a 34% yield). From a dataset of Reaction yield outcomes from USPTO patents with 853,638 reactions. (1) The reactants are Cl[C:2]1[CH:12]=[C:11]([NH:13][C:14]2[CH:19]=[CH:18][C:17]([F:20])=[CH:16][C:15]=2[F:21])[C:5]([C:6]([O:8][CH2:9][CH3:10])=[O:7])=[CH:4][N:3]=1.[CH3:22]OS(OC)(=O)=O.C(N(CC)CC)C.CC(O)=O.[OH2:40]. The catalyst is C(Cl)(Cl)Cl.CCO. The product is [F:21][C:15]1[CH:16]=[C:17]([F:20])[CH:18]=[CH:19][C:14]=1[NH:13][C:11]1[C:5]([C:6]([O:8][CH2:9][CH3:10])=[O:7])=[CH:4][N:3]([CH3:22])[C:2](=[O:40])[CH:12]=1. The yield is 0.560. (2) The reactants are [CH2:1]([CH:4]1[N:10]2[C:11](=[O:14])[O:12][N:13]=[C:9]2[CH2:8][CH2:7][CH2:6][CH2:5]1)[CH:2]=C.I([O-])(=O)(=O)=[O:16].[Na+]. The catalyst is O1CCOCC1.O.CCCCO.O.[Os](=O)(=O)(=O)=O.[Os](=O)=O. The product is [O:14]=[C:11]1[N:10]2[CH:4]([CH2:1][CH:2]=[O:16])[CH2:5][CH2:6][CH2:7][CH2:8][C:9]2=[N:13][O:12]1. The yield is 0.670. (3) The reactants are ClC1C=C([C:9]2[N:13]3[C:14]4[N:22]=[C:21]([O:23][CH3:24])[CH:20]=[CH:19][C:15]=4[N:16]=[C:17]([CH3:18])[C:12]3=[C:11]([CH3:25])[N:10]=2)C=C(Cl)C=1.[Cl:26][C:27]1[CH:32]=[CH:31][C:30](B(O)O)=[C:29]([C:36]([F:39])([F:38])[F:37])[CH:28]=1.C([O-])([O-])=O.[K+].[K+]. The catalyst is C1C=CC([P]([Pd]([P](C2C=CC=CC=2)(C2C=CC=CC=2)C2C=CC=CC=2)([P](C2C=CC=CC=2)(C2C=CC=CC=2)C2C=CC=CC=2)[P](C2C=CC=CC=2)(C2C=CC=CC=2)C2C=CC=CC=2)(C2C=CC=CC=2)C2C=CC=CC=2)=CC=1. The product is [Cl:26][C:27]1[CH:32]=[CH:31][C:30]([C:9]2[N:13]3[C:14]4[N:22]=[C:21]([O:23][CH3:24])[CH:20]=[CH:19][C:15]=4[N:16]=[C:17]([CH3:18])[C:12]3=[C:11]([CH3:25])[N:10]=2)=[C:29]([C:36]([F:39])([F:38])[F:37])[CH:28]=1. The yield is 0.520. (4) The reactants are Br[C:2]1[CH:7]=[CH:6][C:5]([Br:8])=[CH:4][CH:3]=1.[CH:9]1[C:21]2[NH:20][C:19]3[C:14](=[CH:15][CH:16]=[CH:17][CH:18]=3)[C:13]=2[CH:12]=[CH:11][CH:10]=1.C(=O)([O-])[O-].[K+].[K+].C1OCCOCCOCCOCCOCCOC1. The catalyst is [Cu]I.C1(C)C=CC=CC=1.CN1C(=O)N(C)CCC1. The product is [Br:8][C:5]1[CH:6]=[CH:7][C:2]([N:20]2[C:21]3[CH:9]=[CH:10][CH:11]=[CH:12][C:13]=3[C:14]3[C:19]2=[CH:18][CH:17]=[CH:16][CH:15]=3)=[CH:3][CH:4]=1. The yield is 0.350. (5) The reactants are [O:1]=[C:2]1[N:10]([CH2:11][CH2:12][CH3:13])[C:9]2[NH:8][C:7]([C:14]34[CH2:21][CH2:20][C:17]([CH:22]=[N:23][OH:24])([CH2:18][CH2:19]3)[CH2:16][CH2:15]4)=[N:6][C:5]=2[C:4](=[O:25])[N:3]1[CH2:26][CH2:27][CH3:28].ClN1[C:34](=[O:35])[CH2:33][CH2:32]C1=O.C(O)C#C.CCN(CC)CC. The catalyst is CN(C=O)C. The product is [OH:35][CH2:34][C:33]1[O:24][N:23]=[C:22]([C:17]23[CH2:20][CH2:21][C:14]([C:7]4[NH:8][C:9]5[N:10]([CH2:11][CH2:12][CH3:13])[C:2](=[O:1])[N:3]([CH2:26][CH2:27][CH3:28])[C:4](=[O:25])[C:5]=5[N:6]=4)([CH2:19][CH2:18]2)[CH2:15][CH2:16]3)[CH:32]=1. The yield is 0.260. (6) The reactants are Cl.[O:2]1[C:6]2[CH:7]=[CH:8][CH:9]=[CH:10][C:5]=2[CH:4]=[C:3]1[C:11]1[CH:16]=[CH:15][N:14]([CH2:17][CH2:18][C:19]([CH3:34])([S:30]([CH3:33])(=[O:32])=[O:31])[C:20]([NH:22][O:23]C2CCCCO2)=[O:21])[C:13](=[O:35])[CH:12]=1.O. The product is [O:2]1[C:6]2[CH:7]=[CH:8][CH:9]=[CH:10][C:5]=2[CH:4]=[C:3]1[C:11]1[CH:16]=[CH:15][N:14]([CH2:17][CH2:18][C:19]([CH3:34])([S:30]([CH3:33])(=[O:31])=[O:32])[C:20]([NH:22][OH:23])=[O:21])[C:13](=[O:35])[CH:12]=1. The catalyst is O1CCOCC1.ClCCl. The yield is 0.990. (7) The reactants are [OH:1][C:2]1[CH:7]=[CH:6][C:5]([CH2:8][C:9]([O:11][CH2:12][CH3:13])=[O:10])=[CH:4][CH:3]=1.C1C(=O)N([Cl:21])C(=O)C1. The catalyst is C1COCC1. The product is [Cl:21][C:7]1[CH:6]=[C:5]([CH2:8][C:9]([O:11][CH2:12][CH3:13])=[O:10])[CH:4]=[CH:3][C:2]=1[OH:1]. The yield is 0.840. (8) The reactants are [Cl:1][C:2]1[CH:3]=[C:4]2[C:9](=[C:10]([F:12])[CH:11]=1)[N:8]=[C:7](OS(C(F)(F)F)(=O)=O)[C:6]([C:21]#[N:22])=[C:5]2[C:23]1[CH:28]=[CH:27][CH:26]=[CH:25][CH:24]=1.[NH:29]1[CH2:34][CH2:33][CH2:32][CH2:31][CH2:30]1.C(=O)([O-])[O-].[K+].[K+]. The catalyst is C1COCC1.O. The product is [Cl:1][C:2]1[CH:3]=[C:4]2[C:9](=[C:10]([F:12])[CH:11]=1)[N:8]=[C:7]([N:29]1[CH2:34][CH2:33][CH2:32][CH2:31][CH2:30]1)[C:6]([C:21]#[N:22])=[C:5]2[C:23]1[CH:28]=[CH:27][CH:26]=[CH:25][CH:24]=1. The yield is 0.370.